Dataset: Catalyst prediction with 721,799 reactions and 888 catalyst types from USPTO. Task: Predict which catalyst facilitates the given reaction. Reactant: [CH3:1][O:2][C:3]1[CH:4]=[C:5]2[C:10](=[CH:11][C:12]=1[O:13][CH3:14])[NH:9][C:8](=[O:15])[CH:7]([C:16]([OH:18])=O)[CH2:6]2.CN(C(ON1N=NC2C=CC=NC1=2)=[N+](C)C)C.F[P-](F)(F)(F)(F)F.C(N(CC)CC)C.[NH2:50][C:51]1[CH:52]=[C:53]([CH:64]=[CH:65][C:66]=1[CH3:67])[C:54]([NH:56][CH2:57][C:58]1[CH:63]=[CH:62][CH:61]=[CH:60][CH:59]=1)=[O:55]. Product: [CH2:57]([NH:56][C:54]([C:53]1[CH:64]=[CH:65][C:66]([CH3:67])=[C:51]([NH:50][C:16]([CH:7]2[CH2:6][C:5]3[C:10](=[CH:11][C:12]([O:13][CH3:14])=[C:3]([O:2][CH3:1])[CH:4]=3)[NH:9][C:8]2=[O:15])=[O:18])[CH:52]=1)=[O:55])[C:58]1[CH:59]=[CH:60][CH:61]=[CH:62][CH:63]=1. The catalyst class is: 3.